From a dataset of Reaction yield outcomes from USPTO patents with 853,638 reactions. Predict the reaction yield, written as a fraction of the theoretical maximum amount of product (1.0 means a 100% yield; for example, 0.34 means a 34% yield). (1) The reactants are [Li]CCCC.CCCCCC.Br[C:13]1[CH:14]=[CH:15][C:16]2[C:17]([CH:28]=1)=[C:18]([C:21]1[CH:26]=[CH:25][CH:24]=[C:23]([Cl:27])[CH:22]=1)[O:19][N:20]=2.[F:29][C:30]1[CH:37]=[CH:36][C:33]([CH:34]=[O:35])=[CH:32][CH:31]=1. The catalyst is C1COCC1. The product is [Cl:27][C:23]1[CH:22]=[C:21]([C:18]2[O:19][N:20]=[C:16]3[CH:15]=[CH:14][C:13]([CH:34]([C:33]4[CH:36]=[CH:37][C:30]([F:29])=[CH:31][CH:32]=4)[OH:35])=[CH:28][C:17]=23)[CH:26]=[CH:25][CH:24]=1. The yield is 0.268. (2) The reactants are [CH3:1][C:2]1[C:25]([CH3:26])=[CH:24][CH:23]=[CH:22][C:3]=1[O:4][CH:5]1[CH2:10][CH2:9][N:8]([C:11]([O:13][CH2:14][C:15]2[CH:20]=[CH:19][CH:18]=[CH:17][CH:16]=2)=[O:12])[CH2:7][C:6]1=[O:21].CCC(C)[BH-](C(C)CC)C(C)CC.[K+]. The catalyst is O1CCCC1. The product is [CH3:1][C:2]1[C:25]([CH3:26])=[CH:24][CH:23]=[CH:22][C:3]=1[O:4][C@H:5]1[CH2:10][CH2:9][N:8]([C:11]([O:13][CH2:14][C:15]2[CH:20]=[CH:19][CH:18]=[CH:17][CH:16]=2)=[O:12])[CH2:7][C@H:6]1[OH:21]. The yield is 0.500. (3) The reactants are [CH3:1][C:2]1([CH3:33])[O:6][CH:5]([CH2:7][O:8][C:9]2[CH:14]=[CH:13][C:12]([F:15])=[CH:11][C:10]=2[C@H:16]2[CH2:20][CH2:19][CH2:18][N:17]2[C:21]2[CH:26]=[CH:25][N:24]3[N:27]=[CH:28][C:29]([C:30]([OH:32])=O)=[C:23]3[N:22]=2)[CH2:4][O:3]1.[CH:34]1([NH2:37])[CH2:36][CH2:35]1. No catalyst specified. The product is [CH:34]1([NH:37][C:30]([C:29]2[CH:28]=[N:27][N:24]3[CH:25]=[CH:26][C:21]([N:17]4[CH2:18][CH2:19][CH2:20][C@@H:16]4[C:10]4[CH:11]=[C:12]([F:15])[CH:13]=[CH:14][C:9]=4[O:8][CH2:7][CH:5]4[CH2:4][O:3][C:2]([CH3:33])([CH3:1])[O:6]4)=[N:22][C:23]=23)=[O:32])[CH2:36][CH2:35]1. The yield is 0.990. (4) The reactants are [C:1]1([C:23]2[CH:28]=[CH:27][CH:26]=[CH:25][CH:24]=2)[CH:6]=[CH:5][CH:4]=[CH:3][C:2]=1[NH:7][C:8]([O:10][CH:11]1[CH2:16][CH2:15][N:14]([CH2:17][CH2:18][C:19]([O:21]C)=[O:20])[CH2:13][CH2:12]1)=[O:9].[OH-].[Li+].O1CCCC1.Cl. The catalyst is O. The product is [C:1]1([C:23]2[CH:28]=[CH:27][CH:26]=[CH:25][CH:24]=2)[CH:6]=[CH:5][CH:4]=[CH:3][C:2]=1[NH:7][C:8]([O:10][CH:11]1[CH2:12][CH2:13][N:14]([CH2:17][CH2:18][C:19]([OH:21])=[O:20])[CH2:15][CH2:16]1)=[O:9]. The yield is 1.00. (5) The reactants are [CH3:1][C@@:2]1([CH2:13][O:14][C:15]2[CH:20]=[CH:19][C:18]([C:21]3[CH:26]=[CH:25][C:24]([N:27]4[CH2:32][CH2:31][N:30]([C:33](OC(C)(C)C)=O)[CH2:29][CH2:28]4)=[CH:23][CH:22]=3)=[CH:17][CH:16]=2)[O:6][C:5]2=[N:7][C:8]([N+:10]([O-:12])=[O:11])=[CH:9][N:4]2[CH2:3]1.Cl[CH2:41][Cl:42]. The catalyst is FC(F)(F)C(O)=O. The product is [Cl:42][C:41]1[CH:19]=[CH:20][C:15]([CH2:33][N:30]2[CH2:31][CH2:32][N:27]([C:24]3[CH:23]=[CH:22][C:21]([C:18]4[CH:17]=[CH:16][C:15]([O:14][CH2:13][C@:2]5([CH3:1])[O:6][C:5]6=[N:7][C:8]([N+:10]([O-:12])=[O:11])=[CH:9][N:4]6[CH2:3]5)=[CH:20][CH:19]=4)=[CH:26][CH:25]=3)[CH2:28][CH2:29]2)=[CH:16][CH:17]=1. The yield is 0.518. (6) The reactants are [NH2:1][CH2:2][CH2:3][C:4]1[CH:9]=[CH:8][N:7]=[CH:6][CH:5]=1.[N+:10]([C:13]1[CH:14]=[C:15]([S:19](Cl)(=[O:21])=[O:20])[CH:16]=[CH:17][CH:18]=1)([O-:12])=[O:11].C(N(CC)CC)C.O. The catalyst is O1CCOCC1. The product is [N+:10]([C:13]1[CH:14]=[C:15]([S:19]([NH:1][CH2:2][CH2:3][C:4]2[CH:9]=[CH:8][N:7]=[CH:6][CH:5]=2)(=[O:21])=[O:20])[CH:16]=[CH:17][CH:18]=1)([O-:12])=[O:11]. The yield is 0.590. (7) The reactants are B(Cl)(Cl)Cl.C([O:12][N:13]1[C:19](=[O:20])[N:18]2[CH2:21][C@H:14]1[CH2:15][CH2:16][C@H:17]2[C:22]1[O:26][N:25]=[C:24]([CH3:27])[N:23]=1)C1C=CC=CC=1. The catalyst is C(Cl)Cl. The product is [OH:12][N:13]1[C:19](=[O:20])[N:18]2[CH2:21][C@H:14]1[CH2:15][CH2:16][C@H:17]2[C:22]1[O:26][N:25]=[C:24]([CH3:27])[N:23]=1. The yield is 0.320. (8) The reactants are [CH3:1][C:2]1([CH3:29])[CH2:11][CH2:10][C:9]([CH3:13])([CH3:12])[C:8]2[CH:7]=[C:6]([S:14]([CH2:17][CH2:18][C:19]3[CH:28]=[CH:27][C:22]([C:23]([O:25]C)=[O:24])=[CH:21][CH:20]=3)(=[O:16])=[O:15])[CH:5]=[CH:4][C:3]1=2.C(O)C.O. The catalyst is O1CCCC1. The product is [CH3:1][C:2]1([CH3:29])[CH2:11][CH2:10][C:9]([CH3:12])([CH3:13])[C:8]2[CH:7]=[C:6]([S:14]([CH2:17][CH2:18][C:19]3[CH:20]=[CH:21][C:22]([C:23]([OH:25])=[O:24])=[CH:27][CH:28]=3)(=[O:16])=[O:15])[CH:5]=[CH:4][C:3]1=2. The yield is 0.880. (9) The reactants are [BH4-].[Na+].[CH2:3]([N:10]([CH2:12][C:13]1[CH:18]=[CH:17][C:16]([N+:19]([O-])=O)=[C:15]([O:22][CH3:23])[CH:14]=1)[CH3:11])[C:4]1[CH:9]=[CH:8][CH:7]=[CH:6][CH:5]=1.[NH4+].[OH-]. The catalyst is CCO.C1COCC1.B#[Ni].O.O.O.O.O.O.[Ni](Cl)Cl. The product is [CH2:3]([N:10]([CH2:12][C:13]1[CH:18]=[CH:17][C:16]([NH2:19])=[C:15]([O:22][CH3:23])[CH:14]=1)[CH3:11])[C:4]1[CH:9]=[CH:8][CH:7]=[CH:6][CH:5]=1. The yield is 0.650.